This data is from Catalyst prediction with 721,799 reactions and 888 catalyst types from USPTO. The task is: Predict which catalyst facilitates the given reaction. (1) Reactant: Cl[CH:2]([CH3:14])[C:3](=[O:13])[C:4]#[C:5][C:6]1[CH:11]=[CH:10][C:9]([F:12])=[CH:8][CH:7]=1.[I-].[NH2:16][N+:17]1[CH:22]=[CH:21][CH:20]=[CH:19][CH:18]=1.C1CCN2C(=NCCC2)CC1. Product: [F:12][C:9]1[CH:10]=[CH:11][C:6]([C:5]2[C:4]([C:3](=[O:13])[CH2:2][CH3:14])=[C:18]3[CH:19]=[CH:20][CH:21]=[CH:22][N:17]3[N:16]=2)=[CH:7][CH:8]=1. The catalyst class is: 10. (2) Reactant: [Si]([O:18][CH:19]1[CH2:22][N:21]([C:23]([C:25]2[N:26]=[C:27]([N:30]3[CH2:33][CH:32]([S:34][C:35]4[C@H:36]([CH3:59])[C@@H:37]5[C@@H:54]([C@H:55]([OH:57])[CH3:56])[C:53](=[O:58])[N:38]5[C:39]=4[C:40]([O:42][CH2:43][C:44]4[CH:49]=[CH:48][C:47]([N+:50]([O-:52])=[O:51])=[CH:46][CH:45]=4)=[O:41])[CH2:31]3)[O:28][CH:29]=2)=[O:24])[CH2:20]1)(C(C)(C)C)(C1C=CC=CC=1)C1C=CC=CC=1.C(O)(=O)C.[F-].C([N+](CCCC)(CCCC)CCCC)CCC.[Cl-].[Na+]. Product: [OH:18][CH:19]1[CH2:22][N:21]([C:23]([C:25]2[N:26]=[C:27]([N:30]3[CH2:33][CH:32]([S:34][C:35]4[C@H:36]([CH3:59])[C@@H:37]5[C@@H:54]([C@H:55]([OH:57])[CH3:56])[C:53](=[O:58])[N:38]5[C:39]=4[C:40]([O:42][CH2:43][C:44]4[CH:45]=[CH:46][C:47]([N+:50]([O-:52])=[O:51])=[CH:48][CH:49]=4)=[O:41])[CH2:31]3)[O:28][CH:29]=2)=[O:24])[CH2:20]1. The catalyst class is: 54. (3) Reactant: [CH2:1]([O:8][C:9]1[CH:14]=[CH:13][CH:12]=[C:11]([OH:15])[C:10]=1[C:16](=[O:27])[CH:17]=[CH:18][CH:19]=[CH:20][C:21]1[CH:26]=[CH:25][CH:24]=[CH:23][CH:22]=1)[C:2]1[CH:7]=[CH:6][CH:5]=[CH:4][CH:3]=1.II.O. Product: [CH2:1]([O:8][C:9]1[CH:14]=[CH:13][CH:12]=[C:11]2[C:10]=1[C:16](=[O:27])[CH:17]=[C:18]([CH:19]=[CH:20][C:21]1[CH:26]=[CH:25][CH:24]=[CH:23][CH:22]=1)[O:15]2)[C:2]1[CH:3]=[CH:4][CH:5]=[CH:6][CH:7]=1. The catalyst class is: 16. (4) Reactant: [CH2:1]([CH:3]([CH2:25][CH2:26][CH2:27][CH3:28])[CH2:4][O:5][C:6]([CH:8]1[CH2:13][CH:12]=[CH:11][CH2:10][CH:9]1[C:14]([O:16][CH2:17][CH:18]([CH2:23][CH3:24])[CH2:19][CH2:20][CH2:21][CH3:22])=[O:15])=[O:7])[CH3:2].[S:29]([O-:32])([OH:31])=[O:30].[Na+:33].N(C(C)(C)C#N)=NC(C)(C)C#N. Product: [CH2:23]([CH:18]([CH2:19][CH2:20][CH2:21][CH3:22])[CH2:17][O:16][C:14]([CH:9]1[CH:8]([C:6]([O:5][CH2:4][CH:3]([CH2:1][CH3:2])[CH2:25][CH2:26][CH2:27][CH3:28])=[O:7])[CH2:13][CH2:12][CH:11]([S:29]([O-:32])(=[O:31])=[O:30])[CH2:10]1)=[O:15])[CH3:24].[Na+:33]. The catalyst class is: 32. (5) Reactant: [CH3:1][O:2][C:3]1[CH:8]=[CH:7][CH:6]=[C:5]([O:9][CH3:10])[C:4]=1[CH:11]([C:13]1[C:18]([O:19][CH3:20])=[CH:17][CH:16]=[CH:15][C:14]=1[O:21][CH3:22])O.O.C1(C)C=CC(S(O)(=O)=O)=CC=1.[CH3:35][O:36][C:37]1[CH:42]=[CH:41][CH:40]=[C:39]([O:43][CH3:44])[C:38]=1[CH2:45][C:46]1[C:51]([O:52][CH3:53])=[CH:50][CH:49]=[CH:48][C:47]=1[O:54][CH3:55]. Product: [CH3:1][O:2][C:3]1[CH:8]=[CH:7][CH:6]=[C:5]([O:9][CH3:10])[C:4]=1[CH:11]([C:13]1[C:18]([O:19][CH3:20])=[CH:17][CH:16]=[CH:15][C:14]=1[O:21][CH3:22])[CH:45]([C:38]1[C:39]([O:43][CH3:44])=[CH:40][CH:41]=[CH:42][C:37]=1[O:36][CH3:35])[C:46]1[C:51]([O:52][CH3:53])=[CH:50][CH:49]=[CH:48][C:47]=1[O:54][CH3:55]. The catalyst class is: 10. (6) Reactant: [CH3:1][O:2][CH2:3][CH2:4][O:5][C:6]1[CH:11]=[CH:10][C:9]([CH2:12][CH2:13][CH2:14][OH:15])=[C:8]([O:16][CH2:17][C:18]2[CH:23]=[CH:22][C:21]([C:24]([F:27])([F:26])[F:25])=[CH:20][CH:19]=2)[CH:7]=1.[CH2:28]([N:30]1[C:34]([CH2:35][CH2:36][C:37]([O:39]CC)=[O:38])=[CH:33][C:32](O)=[N:31]1)[CH3:29].C(P(CCCC)CCCC)CCC.N(C(N1CCCCC1)=O)=NC(N1CCCCC1)=O.O1CCCC1CO.[OH-].[Na+].Cl. Product: [CH2:28]([N:30]1[C:34]([CH2:35][CH2:36][C:37]([OH:39])=[O:38])=[CH:33][C:32]([O:15][CH2:14][CH2:13][CH2:12][C:9]2[CH:10]=[CH:11][C:6]([O:5][CH2:4][CH2:3][O:2][CH3:1])=[CH:7][C:8]=2[O:16][CH2:17][C:18]2[CH:19]=[CH:20][C:21]([C:24]([F:25])([F:26])[F:27])=[CH:22][CH:23]=2)=[N:31]1)[CH3:29]. The catalyst class is: 7.